Dataset: NCI-60 drug combinations with 297,098 pairs across 59 cell lines. Task: Regression. Given two drug SMILES strings and cell line genomic features, predict the synergy score measuring deviation from expected non-interaction effect. (1) Drug 1: CC1=C(N=C(N=C1N)C(CC(=O)N)NCC(C(=O)N)N)C(=O)NC(C(C2=CN=CN2)OC3C(C(C(C(O3)CO)O)O)OC4C(C(C(C(O4)CO)O)OC(=O)N)O)C(=O)NC(C)C(C(C)C(=O)NC(C(C)O)C(=O)NCCC5=NC(=CS5)C6=NC(=CS6)C(=O)NCCC[S+](C)C)O. Drug 2: CC1=C(C(=O)C2=C(C1=O)N3CC4C(C3(C2COC(=O)N)OC)N4)N. Cell line: KM12. Synergy scores: CSS=48.4, Synergy_ZIP=-10.6, Synergy_Bliss=-7.70, Synergy_Loewe=-1.68, Synergy_HSA=0.855. (2) Drug 1: C1C(C(OC1N2C=C(C(=O)NC2=O)F)CO)O. Drug 2: CC1=C2C(C(=O)C3(C(CC4C(C3C(C(C2(C)C)(CC1OC(=O)C(C(C5=CC=CC=C5)NC(=O)C6=CC=CC=C6)O)O)OC(=O)C7=CC=CC=C7)(CO4)OC(=O)C)O)C)OC(=O)C. Cell line: NCI-H460. Synergy scores: CSS=42.3, Synergy_ZIP=0.673, Synergy_Bliss=1.19, Synergy_Loewe=-16.3, Synergy_HSA=0.274. (3) Drug 1: C1=NC(=NC(=O)N1C2C(C(C(O2)CO)O)O)N. Drug 2: CN1C2=C(C=C(C=C2)N(CCCl)CCCl)N=C1CCCC(=O)O.Cl. Cell line: SNB-19. Synergy scores: CSS=9.14, Synergy_ZIP=-2.66, Synergy_Bliss=-0.270, Synergy_Loewe=-6.04, Synergy_HSA=-1.19. (4) Drug 1: C1CC(=O)NC(=O)C1N2CC3=C(C2=O)C=CC=C3N. Drug 2: CC1C(C(CC(O1)OC2CC(CC3=C2C(=C4C(=C3O)C(=O)C5=CC=CC=C5C4=O)O)(C(=O)C)O)N)O. Cell line: SN12C. Synergy scores: CSS=34.0, Synergy_ZIP=-1.59, Synergy_Bliss=-4.74, Synergy_Loewe=-31.7, Synergy_HSA=-2.91. (5) Drug 1: CC1CCC2CC(C(=CC=CC=CC(CC(C(=O)C(C(C(=CC(C(=O)CC(OC(=O)C3CCCCN3C(=O)C(=O)C1(O2)O)C(C)CC4CCC(C(C4)OC)OCCO)C)C)O)OC)C)C)C)OC. Drug 2: C(=O)(N)NO. Cell line: OVCAR-4. Synergy scores: CSS=15.8, Synergy_ZIP=-5.45, Synergy_Bliss=-2.39, Synergy_Loewe=-22.7, Synergy_HSA=-2.81. (6) Drug 1: C1=CC(=C2C(=C1NCCNCCO)C(=O)C3=C(C=CC(=C3C2=O)O)O)NCCNCCO. Drug 2: C1CCC(C(C1)N)N.C(=O)(C(=O)[O-])[O-].[Pt+4]. Cell line: SN12C. Synergy scores: CSS=39.8, Synergy_ZIP=-2.57, Synergy_Bliss=-5.17, Synergy_Loewe=-26.9, Synergy_HSA=-3.47. (7) Cell line: TK-10. Synergy scores: CSS=8.87, Synergy_ZIP=-5.66, Synergy_Bliss=2.93, Synergy_Loewe=-16.6, Synergy_HSA=-2.86. Drug 2: C1CN(CCN1C(=O)CCBr)C(=O)CCBr. Drug 1: CC1C(C(CC(O1)OC2CC(CC3=C2C(=C4C(=C3O)C(=O)C5=C(C4=O)C(=CC=C5)OC)O)(C(=O)C)O)N)O.Cl.